This data is from Catalyst prediction with 721,799 reactions and 888 catalyst types from USPTO. The task is: Predict which catalyst facilitates the given reaction. (1) Reactant: [O:1]=[S:2]1(=[O:24])[CH2:7][CH2:6][N:5]([C:8]2[C:13]([F:14])=[CH:12][C:11]([NH:15][CH2:16][C@@H:17]([OH:22])[C:18]([O:20][CH3:21])=[O:19])=[CH:10][C:9]=2[F:23])[CH2:4][CH2:3]1.C(N(CC)CC)C.[C:32](Cl)(Cl)=[O:33]. Product: [O:24]=[S:2]1(=[O:1])[CH2:7][CH2:6][N:5]([C:8]2[C:9]([F:23])=[CH:10][C:11]([N:15]3[CH2:16][C@H:17]([C:18]([O:20][CH3:21])=[O:19])[O:22][C:32]3=[O:33])=[CH:12][C:13]=2[F:14])[CH2:4][CH2:3]1. The catalyst class is: 390. (2) Reactant: [BH4-].[Na+].O.[CH3:4][O:5][C:6]([C:8]1[S:9][C:10]([C:31]#[C:32][C:33]([CH3:36])([CH3:35])[CH3:34])=[CH:11][C:12]=1[N:13]([C:21](=[O:30])[C:22]1[CH:27]=[CH:26][C:25]([CH3:28])=[CH:24][C:23]=1[CH3:29])[CH:14]1[CH2:19][CH2:18][C:17](=[O:20])[CH2:16][CH2:15]1)=[O:7].Cl. Product: [CH3:4][O:5][C:6]([C:8]1[S:9][C:10]([C:31]#[C:32][C:33]([CH3:36])([CH3:35])[CH3:34])=[CH:11][C:12]=1[N:13]([C:21](=[O:30])[C:22]1[CH:27]=[CH:26][C:25]([CH3:28])=[CH:24][C:23]=1[CH3:29])[C@H:14]1[CH2:19][CH2:18][C@H:17]([OH:20])[CH2:16][CH2:15]1)=[O:7]. The catalyst class is: 1.